From a dataset of HIV replication inhibition screening data with 41,000+ compounds from the AIDS Antiviral Screen. Binary Classification. Given a drug SMILES string, predict its activity (active/inactive) in a high-throughput screening assay against a specified biological target. (1) The compound is COc1ccc2oc(=O)c3c(c2c1C)OC(C)(C)C=C3. The result is 0 (inactive). (2) The drug is N=c1nc(NC(=O)C2=Nc3cc(Cl)c(S(N)(=O)=O)cc3S(=O)(O)=N2)[nH][nH]1. The result is 0 (inactive). (3) The drug is O=c1c2c([nH]n1-c1ccccc1)-c1ccccc1CS2. The result is 0 (inactive). (4) The compound is Cc1ccc(N=NC2=C3Nc4ccccc4N=C2N(c2ccc(C)cc2)C(=S)N3c2ccccc2C)cc1. The result is 0 (inactive).